This data is from Catalyst prediction with 721,799 reactions and 888 catalyst types from USPTO. The task is: Predict which catalyst facilitates the given reaction. Reactant: [NH2:1][CH2:2][C@@H:3]1[O:7][C:6](=[O:8])[N:5]([C:9]2[CH:14]=[CH:13][C:12]([I:15])=[C:11]([F:16])[CH:10]=2)[CH2:4]1.C(N(CC)CC)C.[C:24](OC(=O)C)(=[O:26])[CH3:25]. Product: [F:16][C:11]1[CH:10]=[C:9]([N:5]2[CH2:4][C@H:3]([CH2:2][NH:1][C:24](=[O:26])[CH3:25])[O:7][C:6]2=[O:8])[CH:14]=[CH:13][C:12]=1[I:15]. The catalyst class is: 2.